Task: Regression. Given a peptide amino acid sequence and an MHC pseudo amino acid sequence, predict their binding affinity value. This is MHC class I binding data.. Dataset: Peptide-MHC class I binding affinity with 185,985 pairs from IEDB/IMGT (1) The MHC is HLA-A25:01 with pseudo-sequence HLA-A25:01. The binding affinity (normalized) is 0.0847. The peptide sequence is PELGAFFAI. (2) The peptide sequence is EVREFLGSY. The MHC is HLA-B15:17 with pseudo-sequence HLA-B15:17. The binding affinity (normalized) is 0.0847. (3) The peptide sequence is GEVEDGYSQS. The MHC is Mamu-B03 with pseudo-sequence Mamu-B03. The binding affinity (normalized) is 0. (4) The MHC is HLA-B35:01 with pseudo-sequence HLA-B35:01. The peptide sequence is QLSLRMLSL. The binding affinity (normalized) is 0.0847. (5) The peptide sequence is LMSQEGLKL. The MHC is HLA-A02:01 with pseudo-sequence HLA-A02:01. The binding affinity (normalized) is 0.245. (6) The peptide sequence is AQAELDAAF. The MHC is HLA-B48:01 with pseudo-sequence HLA-B48:01. The binding affinity (normalized) is 0.395. (7) The peptide sequence is AISSRVDRY. The MHC is HLA-A11:01 with pseudo-sequence HLA-A11:01. The binding affinity (normalized) is 0.529. (8) The binding affinity (normalized) is 0. The MHC is HLA-A26:01 with pseudo-sequence HLA-A26:01. The peptide sequence is ALDLSHFLK.